From a dataset of Reaction yield outcomes from USPTO patents with 853,638 reactions. Predict the reaction yield, written as a fraction of the theoretical maximum amount of product (1.0 means a 100% yield; for example, 0.34 means a 34% yield). (1) The reactants are [O:1]=[C:2]1[NH:7][CH:6]=[C:5]([C:8]([O:10][CH3:11])=[O:9])[CH:4]=[C:3]1[C:12]1[CH:17]=[CH:16][CH:15]=[CH:14][N:13]=1.[CH:18]1(I)[CH2:22][CH2:21][CH2:20][CH2:19]1.C(=O)([O-])[O-].[K+].[K+]. The catalyst is CN(C=O)C. The product is [CH:18]1([N:7]2[C:2](=[O:1])[C:3]([C:12]3[CH:17]=[CH:16][CH:15]=[CH:14][N:13]=3)=[CH:4][C:5]([C:8]([O:10][CH3:11])=[O:9])=[CH:6]2)[CH2:22][CH2:21][CH2:20][CH2:19]1. The yield is 0.210. (2) The reactants are [F:1][C:2]1[CH:3]=[C:4]([I:18])[CH:5]=[C:6]2[C:11]=1[NH:10][CH:9]=[C:8]([C:12]([O:14]CC)=[O:13])[C:7]2=[O:17].[OH-].[Na+].Cl. The catalyst is CO. The product is [F:1][C:2]1[CH:3]=[C:4]([I:18])[CH:5]=[C:6]2[C:11]=1[NH:10][CH:9]=[C:8]([C:12]([OH:14])=[O:13])[C:7]2=[O:17]. The yield is 0.920. (3) The reactants are [CH2:1]([NH:5][C:6]1[N:11]=[C:10]([NH:12][CH2:13][CH:14]([CH3:16])[CH3:15])[N:9]=[C:8]([C:17]#[C:18][Si](C)(C)C)[N:7]=1)[CH:2]([CH3:4])[CH3:3].[F-].C([N+](CCCC)(CCCC)CCCC)CCC. The catalyst is C1COCC1. The product is [C:17]([C:8]1[N:7]=[C:6]([NH:5][CH2:1][CH:2]([CH3:3])[CH3:4])[N:11]=[C:10]([NH:12][CH2:13][CH:14]([CH3:16])[CH3:15])[N:9]=1)#[CH:18]. The yield is 0.120. (4) The reactants are [CH:1]([NH2:3])=O.[N+:4]([C:7]1[CH:8]=[C:9]([NH2:16])[C:10](=[CH:14][CH:15]=1)[C:11]([OH:13])=O)([O-:6])=[O:5]. The catalyst is O. The product is [N+:4]([C:7]1[CH:8]=[C:9]2[C:10]([C:11]([OH:13])=[N:3][CH:1]=[N:16]2)=[CH:14][CH:15]=1)([O-:6])=[O:5]. The yield is 0.860. (5) The product is [NH:1]1[C:5]2[CH:6]=[CH:7][C:8]([C:10]([N:12]3[C@@H:21]4[C@@H:16]([C:17]5[CH:25]=[CH:24][C:23]([C:26]([N:29]6[CH2:34][CH2:33][O:32][CH2:31][CH2:30]6)=[O:27])=[CH:22][C:18]=5[CH2:19][CH2:20]4)[CH2:15][CH2:14][CH2:13]3)=[O:11])=[CH:9][C:4]=2[N:3]=[CH:2]1. The yield is 0.630. The reactants are [NH:1]1[C:5]2[CH:6]=[CH:7][C:8]([C:10]([N:12]3[C@@H:21]4[C@@H:16]([C:17]5[CH:25]=[CH:24][C:23]([C:26](O)=[O:27])=[CH:22][C:18]=5[CH2:19][CH2:20]4)[CH2:15][CH2:14][CH2:13]3)=[O:11])=[CH:9][C:4]=2[N:3]=[CH:2]1.[NH:29]1[CH2:34][CH2:33][O:32][CH2:31][CH2:30]1. No catalyst specified. (6) The reactants are [Cl:1][C:2]1[CH:10]=[CH:9][C:8]2[N:7](C(OC(C)(C)C)=O)[C:6]3[C:18](=[O:21])[CH2:19][CH2:20][C:5]=3[C:4]=2[C:3]=1[Cl:22].C(O)(C(F)(F)F)=O. The catalyst is C(Cl)Cl. The product is [Cl:1][C:2]1[CH:10]=[CH:9][C:8]2[NH:7][C:6]3[C:18](=[O:21])[CH2:19][CH2:20][C:5]=3[C:4]=2[C:3]=1[Cl:22]. The yield is 0.890. (7) The reactants are [CH2:1]([C:4]1[CH:9]=[C:8]([O:10][CH2:11][C:12]2[CH:17]=[CH:16][CH:15]=[CH:14][CH:13]=2)[CH:7]=[CH:6][C:5]=1[OH:18])[CH:2]=[CH2:3].[H][H]. The catalyst is C(OCC)(=O)C.[Pd]. The product is [CH2:11]([O:10][C:8]1[CH:7]=[CH:6][C:5]([OH:18])=[C:4]([CH2:1][CH2:2][CH3:3])[CH:9]=1)[C:12]1[CH:13]=[CH:14][CH:15]=[CH:16][CH:17]=1. The yield is 0.560. (8) The reactants are S(Cl)(Cl)=O.[CH2:5]([C:7]1[N:8]([CH3:21])[C:9]2[C:14]([C:15]=1[C:16](O)=[O:17])=[CH:13][CH:12]=[C:11]([O:19][CH3:20])[CH:10]=2)[CH3:6].[CH3:22][NH2:23]. No catalyst specified. The product is [CH3:22][NH:23][C:16]([C:15]1[C:14]2[C:9](=[CH:10][C:11]([O:19][CH3:20])=[CH:12][CH:13]=2)[N:8]([CH3:21])[C:7]=1[CH2:5][CH3:6])=[O:17]. The yield is 0.730. (9) The reactants are [CH3:1][C:2]1[S:6][C:5]([C:7]([OH:9])=O)=[CH:4][C:3]=1[C:10]1[N:14]([CH3:15])[N:13]=[CH:12][C:11]=1[CH:16]([CH3:18])[CH3:17].[NH2:19][C@@H:20]([CH2:33][C:34]1[CH:39]=[CH:38][CH:37]=[CH:36][C:35]=1[C:40]([F:43])([F:42])[F:41])[CH2:21][N:22]1[C:30](=[O:31])[C:29]2[C:24](=[CH:25][CH:26]=[CH:27][CH:28]=2)[C:23]1=[O:32].C(N(C(C)C)CC)(C)C.F[P-](F)(F)(F)(F)F.Br[P+](N1CCCC1)(N1CCCC1)N1CCCC1. The catalyst is C(Cl)Cl. The product is [O:31]=[C:30]1[C:29]2[C:24](=[CH:25][CH:26]=[CH:27][CH:28]=2)[C:23](=[O:32])[N:22]1[CH2:21][C@@H:20]([NH:19][C:7]([C:5]1[S:6][C:2]([CH3:1])=[C:3]([C:10]2[N:14]([CH3:15])[N:13]=[CH:12][C:11]=2[CH:16]([CH3:18])[CH3:17])[CH:4]=1)=[O:9])[CH2:33][C:34]1[CH:39]=[CH:38][CH:37]=[CH:36][C:35]=1[C:40]([F:42])([F:41])[F:43]. The yield is 0.642. (10) The reactants are [I:1][C:2]1[CH:7]=[C:6]([N+:8]([O-:10])=[O:9])[CH:5]=[CH:4][C:3]=1N.N([O-])=O.[Na+].[C-:16]#[N:17].[K+]. The catalyst is Cl.O. The yield is 0.440. The product is [I:1][C:2]1[CH:7]=[C:6]([N+:8]([O-:10])=[O:9])[CH:5]=[CH:4][C:3]=1[C:16]#[N:17].